This data is from Full USPTO retrosynthesis dataset with 1.9M reactions from patents (1976-2016). The task is: Predict the reactants needed to synthesize the given product. (1) Given the product [CH3:1][O:2][CH2:3][C:4]1[N:9]=[CH:8][C:7]([O:10][C:11]2[CH:12]=[C:13]3[C:17](=[C:18]([O:20][CH:21]([CH3:22])[CH3:23])[CH:19]=2)[NH:16][C:15]([C:24]([NH2:28])=[O:25])=[CH:14]3)=[CH:6][CH:5]=1, predict the reactants needed to synthesize it. The reactants are: [CH3:1][O:2][CH2:3][C:4]1[N:9]=[CH:8][C:7]([O:10][C:11]2[CH:12]=[C:13]3[C:17](=[C:18]([O:20][CH:21]([CH3:23])[CH3:22])[CH:19]=2)[NH:16][C:15]([C:24](O)=[O:25])=[CH:14]3)=[CH:6][CH:5]=1.O[N:28]1C2C=CC=CC=2N=N1.Cl.C(N=C=NCCCN(C)C)C.[OH-].[NH4+]. (2) Given the product [Cl:14][C:10]1[CH:9]=[C:8]([C:5]2[CH:6]=[CH:7][C:2]3[NH:1][C:20](=[O:22])[O:18][CH:15]([CH2:16][CH3:17])[C:3]=3[CH:4]=2)[CH:13]=[CH:12][CH:11]=1, predict the reactants needed to synthesize it. The reactants are: [NH2:1][C:2]1[CH:7]=[CH:6][C:5]([C:8]2[CH:13]=[CH:12][CH:11]=[C:10]([Cl:14])[CH:9]=2)=[CH:4][C:3]=1[CH:15]([OH:18])[CH2:16][CH3:17].Cl[C:20](Cl)([O:22]C(=O)OC(Cl)(Cl)Cl)Cl. (3) Given the product [Br:1][C:2]1[CH:7]=[C:6]([C:8]([N:32]([O:33][CH3:34])[CH3:31])=[O:10])[CH:5]=[CH:4][N:3]=1, predict the reactants needed to synthesize it. The reactants are: [Br:1][C:2]1[CH:7]=[C:6]([C:8]([OH:10])=O)[CH:5]=[CH:4][N:3]=1.CCN=C=NCCCN(C)C.Cl.C(N(CC)CC)C.Cl.[CH3:31][NH:32][O:33][CH3:34].